This data is from Full USPTO retrosynthesis dataset with 1.9M reactions from patents (1976-2016). The task is: Predict the reactants needed to synthesize the given product. (1) The reactants are: Cl[C:2]1[N:7]=[CH:6][C:5]([CH:8]([CH3:11])[C:9]#[N:10])=[CH:4][CH:3]=1.C(N(CC)CC)C.[CH3:19][O:20][CH2:21][CH2:22][NH:23]C. Given the product [CH3:19][O:20][CH2:21][CH2:22][NH:23][C:2]1[N:7]=[CH:6][C:5]([CH:8]([CH3:11])[C:9]#[N:10])=[CH:4][CH:3]=1, predict the reactants needed to synthesize it. (2) Given the product [CH3:1][O:2][C:3]1[CH:4]=[C:5]([NH:11][C:12]2[C:13]3[N:41]=[CH:40][S:39][C:14]=3[N:15]=[C:16]([C:18]3[CH:19]=[C:20]([CH:36]=[CH:37][CH:38]=3)[C:21]([NH:23][C:24]3[CH:33]=[CH:32][C:27]([C:28]([OH:30])=[O:29])=[C:26]([O:34][CH3:35])[CH:25]=3)=[O:22])[N:17]=2)[CH:6]=[CH:7][C:8]=1[O:9][CH3:10], predict the reactants needed to synthesize it. The reactants are: [CH3:1][O:2][C:3]1[CH:4]=[C:5]([NH:11][C:12]2[C:13]3[N:41]=[CH:40][S:39][C:14]=3[N:15]=[C:16]([C:18]3[CH:19]=[C:20]([CH:36]=[CH:37][CH:38]=3)[C:21]([NH:23][C:24]3[CH:33]=[CH:32][C:27]([C:28]([O:30]C)=[O:29])=[C:26]([O:34][CH3:35])[CH:25]=3)=[O:22])[N:17]=2)[CH:6]=[CH:7][C:8]=1[O:9][CH3:10].[OH-].[Na+]. (3) Given the product [CH:10](=[N:2]/[NH:1][C:3]([O:5][C:6]([CH3:9])([CH3:8])[CH3:7])=[O:4])\[CH3:11], predict the reactants needed to synthesize it. The reactants are: [NH:1]([C:3]([O:5][C:6]([CH3:9])([CH3:8])[CH3:7])=[O:4])[NH2:2].[CH:10](=O)[CH3:11]. (4) Given the product [C:29]([C:2]1[C:6]2[N:7]=[C:8]([C:17]3[CH:22]=[CH:21][N:20]=[CH:19][CH:18]=3)[N:9]=[C:10]([NH:11][C@@H:12]3[CH2:16][CH2:15][NH:14][CH2:13]3)[C:5]=2[S:4][CH:3]=1)#[CH:30], predict the reactants needed to synthesize it. The reactants are: Br[C:2]1[C:6]2[N:7]=[C:8]([C:17]3[CH:22]=[CH:21][N:20]=[CH:19][CH:18]=3)[N:9]=[C:10]([NH:11][C@@H:12]3[CH2:16][CH2:15][NH:14][CH2:13]3)[C:5]=2[S:4][CH:3]=1.C([O-])([O-])=O.[Na+].[Na+].[CH3:29][CH2:30]CC[N+](CCCC)(CCCC)CCCC.[F-]. (5) Given the product [CH2:17]([O:19][C:20](=[O:31])[CH2:21][CH:22]1[C:30]2[C:25](=[CH:26][CH:27]=[CH:28][CH:29]=2)[N:24]([S:13]([C:6]2[C:7]3[C:12](=[CH:11][CH:10]=[CH:9][CH:8]=3)[C:3]([O:2][CH3:1])=[CH:4][CH:5]=2)(=[O:15])=[O:14])[CH2:23]1)[CH3:18], predict the reactants needed to synthesize it. The reactants are: [CH3:1][O:2][C:3]1[C:12]2[C:7](=[CH:8][CH:9]=[CH:10][CH:11]=2)[C:6]([S:13](Cl)(=[O:15])=[O:14])=[CH:5][CH:4]=1.[CH2:17]([O:19][C:20](=[O:31])[CH2:21][CH:22]1[C:30]2[C:25](=[CH:26][CH:27]=[CH:28][CH:29]=2)[NH:24][CH2:23]1)[CH3:18].C(N(CC)CC)C. (6) Given the product [C:3]([C:5]1[N:6]=[C:7]([CH:10]2[CH2:11][CH2:12][N:13]([C:16]([O:18][C:19]([CH3:22])([CH3:21])[CH3:20])=[O:17])[CH2:14][CH2:15]2)[O:8][CH:9]=1)([OH:4])=[O:2], predict the reactants needed to synthesize it. The reactants are: C[O:2][C:3]([C:5]1[N:6]=[C:7]([CH:10]2[CH2:15][CH2:14][N:13]([C:16]([O:18][C:19]([CH3:22])([CH3:21])[CH3:20])=[O:17])[CH2:12][CH2:11]2)[O:8][CH:9]=1)=[O:4].O.[OH-].[Na+].C(O)(=O)CC(CC(O)=O)(C(O)=O)O. (7) Given the product [C:22]([O:26][C:27](=[O:36])[NH:28][C@H:29]1[CH2:30][CH2:31][C@H:32]([O:35][C:2]2[CH:3]=[C:4]([N:10]3[C:14]4[CH:15]=[CH:16][CH:17]=[CH:18][C:13]=4[N:12]=[C:11]3[CH:19]([F:21])[F:20])[N:5]=[C:6]([S:8][CH3:9])[N:7]=2)[CH2:33][CH2:34]1)([CH3:25])([CH3:23])[CH3:24], predict the reactants needed to synthesize it. The reactants are: Cl[C:2]1[N:7]=[C:6]([S:8][CH3:9])[N:5]=[C:4]([N:10]2[C:14]3[CH:15]=[CH:16][CH:17]=[CH:18][C:13]=3[N:12]=[C:11]2[CH:19]([F:21])[F:20])[CH:3]=1.[C:22]([O:26][C:27](=[O:36])[NH:28][C@H:29]1[CH2:34][CH2:33][C@H:32]([OH:35])[CH2:31][CH2:30]1)([CH3:25])([CH3:24])[CH3:23].C(=O)([O-])[O-].[Cs+].[Cs+].O. (8) Given the product [N-:14]=[N+:15]=[N-:16].[Na+:32].[N:17]1[CH:22]=[CH:21][CH:20]=[CH:19][C:18]=1[N:14]=[N+:15]=[N-:16], predict the reactants needed to synthesize it. The reactants are: N1C=CC(C2SC=C(C([N:14]=[N+:15]=[N-:16])=O)N=2)=CC=1.[N:17]1[CH:22]=[CH:21][CH:20]=[CH:19][C:18]=1C1SC=C(C(O)=O)N=1.[OH-].[Na+:32].C(Cl)(=O)C(Cl)=O. (9) Given the product [OH:42][CH2:41][C:40]([CH3:46])([CH3:39])[C:20]([N:17]1[CH2:16][CH2:15][CH:14]([CH2:13][CH2:12][O:11][C:8]2[CH:7]=[CH:6][C:5]([C:4]([OH:3])=[O:27])=[CH:10][CH:9]=2)[CH2:19][CH2:18]1)=[O:22], predict the reactants needed to synthesize it. The reactants are: C([O:3][C:4](=[O:27])[C:5]1[CH:10]=[CH:9][C:8]([O:11][CH2:12][CH2:13][CH:14]2[CH2:19][CH2:18][N:17]([C:20]([O:22]C(C)(C)C)=O)[CH2:16][CH2:15]2)=[CH:7][CH:6]=1)C.N1CCC(CCOC2C=[CH:46][C:40]([C:41](OCC)=[O:42])=[CH:39]C=2)CC1.